Dataset: Full USPTO retrosynthesis dataset with 1.9M reactions from patents (1976-2016). Task: Predict the reactants needed to synthesize the given product. (1) Given the product [CH2:25]([NH:32][C:21]([C:17]1[NH:16][C:15]([N:12]2[CH:13]=[CH:14][C:9]([O:8][CH2:1][C:2]3[CH:7]=[CH:6][CH:5]=[CH:4][CH:3]=3)=[CH:10][C:11]2=[O:24])=[N:19][C:18]=1[CH3:20])=[O:23])[C:26]1[CH:31]=[CH:30][CH:29]=[CH:28][CH:27]=1, predict the reactants needed to synthesize it. The reactants are: [CH2:1]([O:8][C:9]1[CH:14]=[CH:13][N:12]([C:15]2[NH:16][C:17]([C:21]([OH:23])=O)=[C:18]([CH3:20])[N:19]=2)[C:11](=[O:24])[CH:10]=1)[C:2]1[CH:7]=[CH:6][CH:5]=[CH:4][CH:3]=1.[CH2:25]([NH2:32])[C:26]1[CH:31]=[CH:30][CH:29]=[CH:28][CH:27]=1. (2) Given the product [NH:19]1[CH2:18][CH2:17][CH:16]([C:13]2[CH:12]=[CH:11][C:10]([S:7]([NH:6][C:2]3[S:1][CH:5]=[CH:4][N:3]=3)(=[O:8])=[O:9])=[CH:15][CH:14]=2)[CH2:21][CH2:20]1, predict the reactants needed to synthesize it. The reactants are: [S:1]1[CH:5]=[CH:4][N:3]=[C:2]1[NH:6][S:7]([C:10]1[CH:15]=[CH:14][C:13]([CH:16]2[CH2:21][CH2:20][N:19](C(=O)C(F)(F)F)[CH2:18][CH2:17]2)=[CH:12][CH:11]=1)(=[O:9])=[O:8].[OH-].[Na+]. (3) Given the product [CH2:14]([O:13][C:11]([N:1]1[CH2:8][CH2:7][CH2:6][C@@:2]1([CH3:9])[C:3]([OH:5])=[O:4])=[O:12])[C:15]1[CH:20]=[CH:19][CH:18]=[CH:17][CH:16]=1, predict the reactants needed to synthesize it. The reactants are: [NH:1]1[CH2:8][CH2:7][CH2:6][C@@:2]1([CH3:9])[C:3]([OH:5])=[O:4].Cl[C:11]([O:13][CH2:14][C:15]1[CH:20]=[CH:19][CH:18]=[CH:17][CH:16]=1)=[O:12].[OH-].[Na+].Cl. (4) Given the product [C:14]1([N:13]=[C:1]([C:4]2[CH:9]=[CH:8][CH:7]=[C:6]([C:10](=[N:13][C:14]3[C:23]4[CH2:22][CH2:21][CH2:20][CH2:19][C:18]=4[CH:17]=[CH:16][CH:15]=3)[CH3:11])[N:5]=2)[CH3:2])[C:23]2[CH2:22][CH2:21][CH2:20][CH2:19][C:18]=2[CH:17]=[CH:16][CH:15]=1, predict the reactants needed to synthesize it. The reactants are: [C:1]([C:4]1[CH:9]=[CH:8][CH:7]=[C:6]([C:10](=O)[CH3:11])[N:5]=1)(=O)[CH3:2].[NH2:13][C:14]1[C:23]2[CH2:22][CH2:21][CH2:20][CH2:19][C:18]=2[CH:17]=[CH:16][CH:15]=1. (5) Given the product [CH2:41]([O:42][C:20]1[CH:21]=[CH:22][C:23]2[C@@H:24]3[C@H:15]([C@H:14]4[C@@:10]([CH2:26][CH2:25]3)([CH3:9])[C@@H:11]([OH:31])[C:12](=[CH:27][O:28][CH2:29][CH3:30])[CH2:13]4)[CH2:16][CH2:17][C:18]=2[CH:19]=1)[C:43]1[CH:13]=[CH:14][CH:10]=[CH:11][CH:12]=1, predict the reactants needed to synthesize it. The reactants are: C(O[CH2:9][C@:10]12[CH2:26][CH2:25][C@H:24]3[C@@H:15]([CH2:16][CH2:17][C:18]4[CH:19]=[CH:20][CH:21]=[CH:22][C:23]=43)[C@@H:14]1[CH2:13][C:12](=[CH:27][O:28][CH2:29][CH3:30])[C:11]2=[O:31])C1C=CC=CC=1.[H-].[H-].[H-].[H-].[Li+].[Al+3].CCO[C:41]([CH3:43])=[O:42]. (6) Given the product [NH:21]1[CH2:22][CH:18]([C:8]2([C:2]3[CH:3]=[CH:4][CH:5]=[CH:6][CH:7]=3)[CH2:9][CH2:10][C:11](=[O:12])[CH2:16][CH2:17]2)[CH2:19][CH2:20]1, predict the reactants needed to synthesize it. The reactants are: Cl.[C:2]1([C:8]2([CH:18]3[CH2:22][NH:21][CH2:20][CH2:19]3)[CH2:17][CH2:16][C:11]3(OCC[O:12]3)[CH2:10][CH2:9]2)[CH:7]=[CH:6][CH:5]=[CH:4][CH:3]=1.